Dataset: Full USPTO retrosynthesis dataset with 1.9M reactions from patents (1976-2016). Task: Predict the reactants needed to synthesize the given product. (1) Given the product [S:1]1[CH:5]=[CH:4][CH:3]=[C:2]1[CH2:6][NH:7][C:8]([C:10]1[C:25]([Br:26])=[C:13]2[CH:14]=[C:15]([C:19]3[CH:20]=[CH:21][CH:22]=[CH:23][CH:24]=3)[CH:16]=[C:17]([I:18])[N:12]2[N:11]=1)=[O:9], predict the reactants needed to synthesize it. The reactants are: [S:1]1[CH:5]=[CH:4][CH:3]=[C:2]1[CH2:6][NH:7][C:8]([C:10]1[CH:25]=[C:13]2[CH:14]=[C:15]([C:19]3[CH:24]=[CH:23][CH:22]=[CH:21][CH:20]=3)[CH:16]=[C:17]([I:18])[N:12]2[N:11]=1)=[O:9].[Br:26]N1C(=O)CCC1=O. (2) The reactants are: [Cl:1][C:2]1[CH:3]=[C:4]([S:9]([CH:12]2[CH2:17][CH2:16][NH:15][CH2:14][CH2:13]2)(=[O:11])=[O:10])[CH:5]=[CH:6][C:7]=1[Cl:8].Cl[C:19]1[C:24]([C:25]#[N:26])=[CH:23][CH:22]=[CH:21][N:20]=1. Given the product [Cl:1][C:2]1[CH:3]=[C:4]([S:9]([CH:12]2[CH2:17][CH2:16][N:15]([C:19]3[N:20]=[CH:21][CH:22]=[CH:23][C:24]=3[C:25]#[N:26])[CH2:14][CH2:13]2)(=[O:11])=[O:10])[CH:5]=[CH:6][C:7]=1[Cl:8], predict the reactants needed to synthesize it.